Dataset: Reaction yield outcomes from USPTO patents with 853,638 reactions. Task: Predict the reaction yield, written as a fraction of the theoretical maximum amount of product (1.0 means a 100% yield; for example, 0.34 means a 34% yield). (1) The reactants are Cl.[CH3:2][CH:3]([O:5][C:6]1[CH:13]=[CH:12][C:11]([C:14]2[O:18][N:17]=[C:16]([C:19]3[CH:29]=[CH:28][C:22]4[CH2:23][CH2:24][NH:25][CH2:26][CH2:27][C:21]=4[CH:20]=3)[N:15]=2)=[CH:10][C:7]=1[C:8]#[N:9])[CH3:4].[C:30]([NH2:34])(=[O:33])[CH:31]=[CH2:32].C1CCN2C(=NCCC2)CC1. The catalyst is C(#N)C. The product is [C:8]([C:7]1[CH:10]=[C:11]([C:14]2[O:18][N:17]=[C:16]([C:19]3[CH:29]=[CH:28][C:22]4[CH2:23][CH2:24][N:25]([CH2:32][CH2:31][C:30]([NH2:34])=[O:33])[CH2:26][CH2:27][C:21]=4[CH:20]=3)[N:15]=2)[CH:12]=[CH:13][C:6]=1[O:5][CH:3]([CH3:2])[CH3:4])#[N:9]. The yield is 0.920. (2) The reactants are Br[CH2:2][CH2:3][CH2:4][C:5]([O:7][CH2:8][CH3:9])=[O:6].[OH:10][N:11]1[C:15](=[O:16])[C:14]2=[CH:17][CH:18]=[CH:19][CH:20]=[C:13]2[C:12]1=[O:21].CCN(C(C)C)C(C)C.[Cl-].[NH4+]. The catalyst is CN(C)C=O. The product is [CH2:8]([O:7][C:5](=[O:6])[CH2:4][CH2:3][CH2:2][O:10][N:11]1[C:15](=[O:16])[C:14]2[C:13](=[CH:20][CH:19]=[CH:18][CH:17]=2)[C:12]1=[O:21])[CH3:9]. The yield is 1.00. (3) The reactants are [CH3:1][C:2]([O:4][C:5]1[C:10]([C:11](Cl)=[O:12])=[CH:9][CH:8]=[CH:7][CH:6]=1)=[O:3].[NH2:14][C:15]1[S:16][C:17]([C:20]([F:23])([F:22])[F:21])=[N:18][N:19]=1. No catalyst specified. The product is [C:2]([O:4][C:5]1[CH:6]=[CH:7][CH:8]=[CH:9][C:10]=1[C:11]([NH:14][C:15]1[S:16][C:17]([C:20]([F:23])([F:22])[F:21])=[N:18][N:19]=1)=[O:12])(=[O:3])[CH3:1]. The yield is 0.511. (4) The reactants are [NH2:1][C:2]1[CH:7]=[CH:6][CH:5]=[C:4]([CH:8]([CH3:10])[CH3:9])[C:3]=1[OH:11].[Br:12][C:13]1[CH:18]=[CH:17][C:16]([N:19]=[C:20]=S)=[CH:15][CH:14]=1.C(N(CC)CC)C.C(OCC)(=O)C. The catalyst is O1CCCC1.S([O-])([O-])(=O)=O.[Cu+2]. The product is [Br:12][C:13]1[CH:18]=[CH:17][C:16]([NH:19][C:20]2[O:11][C:3]3[C:4]([CH:8]([CH3:9])[CH3:10])=[CH:5][CH:6]=[CH:7][C:2]=3[N:1]=2)=[CH:15][CH:14]=1. The yield is 0.910. (5) The yield is 0.869. The reactants are CO[CH:3](OC)[C:4](=[N:7][OH:8])[C:5]#[N:6].[OH:11][CH2:12][CH2:13][NH:14][NH2:15].[ClH:16]. The catalyst is C(O)(C)C. The product is [ClH:16].[NH2:6][C:5]1[N:14]([CH2:13][CH2:12][OH:11])[N:15]=[CH:3][C:4]=1[N:7]=[O:8].